This data is from Full USPTO retrosynthesis dataset with 1.9M reactions from patents (1976-2016). The task is: Predict the reactants needed to synthesize the given product. Given the product [CH:1]([C:2]1[CH:11]=[CH:10][C:9]2[C:4](=[CH:5][CH:6]=[C:7]([S:12]([NH2:15])(=[O:14])=[O:13])[CH:8]=2)[N:3]=1)=[O:17], predict the reactants needed to synthesize it. The reactants are: [CH3:1][C:2]1[CH:11]=[CH:10][C:9]2[C:4](=[CH:5][CH:6]=[C:7]([S:12]([NH2:15])(=[O:14])=[O:13])[CH:8]=2)[N:3]=1.[Se](=O)=[O:17].